This data is from Forward reaction prediction with 1.9M reactions from USPTO patents (1976-2016). The task is: Predict the product of the given reaction. (1) Given the reactants [Br:1][C:2]1[CH:3]=[C:4]([CH:7]=O)[S:5][CH:6]=1.Cl.CN.[C:12]([BH3-])#[N:13].[Na+].[OH-].[Na+], predict the reaction product. The product is: [Br:1][C:2]1[CH:3]=[C:4]([CH2:7][NH:13][CH3:12])[S:5][CH:6]=1. (2) The product is: [CH3:26][O:25][CH2:24][CH2:23][N:18]([C:13]1[CH:14]=[CH:15][CH:16]=[CH:17][C:12]=1[CH2:11][N:8]1[C:6]2[N:7]=[C:2]([NH:27][C:28]3[CH:33]=[CH:32][C:31]([N:34]4[CH2:39][CH2:38][N:37]([C:40]([O:42][C:43]([CH3:46])([CH3:45])[CH3:44])=[O:41])[CH2:36][CH2:35]4)=[CH:30][CH:29]=3)[N:3]=[CH:4][C:5]=2[CH:10]=[CH:9]1)[S:19]([CH3:22])(=[O:21])=[O:20]. Given the reactants Cl[C:2]1[N:3]=[CH:4][C:5]2[CH:10]=[CH:9][N:8]([CH2:11][C:12]3[CH:17]=[CH:16][CH:15]=[CH:14][C:13]=3[N:18]([CH2:23][CH2:24][O:25][CH3:26])[S:19]([CH3:22])(=[O:21])=[O:20])[C:6]=2[N:7]=1.[NH2:27][C:28]1[CH:33]=[CH:32][C:31]([N:34]2[CH2:39][CH2:38][N:37]([C:40]([O:42][C:43]([CH3:46])([CH3:45])[CH3:44])=[O:41])[CH2:36][CH2:35]2)=[CH:30][CH:29]=1.C(=O)([O-])[O-].[K+].[K+].CC(C1C=C(C(C)C)C(C2C=CC=CC=2P(C2CCCCC2)C2CCCCC2)=C(C(C)C)C=1)C, predict the reaction product. (3) Given the reactants [CH3:1][C:2]1[CH:3]=[CH:4][C:5]2[N:9]=[C:8]([C:10]3[C:11]([NH2:22])=[N:12][CH:13]=[C:14]([C:16]4[CH2:17][CH2:18][NH:19][CH2:20][CH:21]=4)[N:15]=3)[NH:7][C:6]=2[CH:23]=1.C(N(CC)CC)C.[CH3:31][N:32]([CH3:37])[S:33](Cl)(=[O:35])=[O:34], predict the reaction product. The product is: [NH2:22][C:11]1[N:12]=[CH:13][C:14]([C:16]2[CH2:17][CH2:18][N:19]([S:33]([N:32]([CH3:37])[CH3:31])(=[O:35])=[O:34])[CH2:20][CH:21]=2)=[N:15][C:10]=1[C:8]1[NH:7][C:6]2[CH:23]=[C:2]([CH3:1])[CH:3]=[CH:4][C:5]=2[N:9]=1. (4) The product is: [CH3:10][C:11]1[CH:16]=[C:15]([N+:6]([O-:9])=[O:7])[C:14]([CH3:17])=[CH:13][N+:12]=1[O-:18]. Given the reactants S(=O)(=O)(O)O.[N+:6]([O-:9])(O)=[O:7].[CH3:10][C:11]1[CH:16]=[CH:15][C:14]([CH3:17])=[CH:13][N+:12]=1[O-:18].C(=O)([O-])[O-].[Na+].[Na+], predict the reaction product. (5) The product is: [NH:46]1[CH2:50][CH2:49][CH2:48][CH:47]1[C:51]1[NH:55][C:54]([C:15]2[S:14][C:13]3[CH:30]=[C:8]4[CH:7]=[C:6]([C:54]5[NH:55][C:51]([CH:47]6[CH2:48][CH2:49][CH2:50][NH:46]6)=[N:52][CH:53]=5)[S:10][C:9]4=[CH:11][C:12]=3[CH:16]=2)=[CH:53][N:52]=1. Given the reactants C([Sn](CCCC)(CCCC)[C:6]1[S:10][C:9]2=[CH:11][C:12]3[CH:16]=[C:15]([Sn](CCCC)(CCCC)CCCC)[S:14][C:13]=3[CH:30]=[C:8]2[CH:7]=1)CCC.C(OC([N:46]1[CH2:50][CH2:49][CH2:48][CH:47]1[C:51]1[N:52](COCC[Si](C)(C)C)[CH:53]=[C:54](Br)[N:55]=1)=O)(C)(C)C, predict the reaction product. (6) Given the reactants [N+:1]([C:4]1[CH:12]=[C:11]2[C:7]([CH:8]=[N:9][NH:10]2)=[CH:6][CH:5]=1)([O-:3])=[O:2].C(=O)([O-])[O-].[K+].[K+].Cl.Cl[CH2:21][CH2:22][CH2:23][N:24]([CH3:26])[CH3:25], predict the reaction product. The product is: [CH3:25][N:24]([CH3:26])[CH2:23][CH2:22][CH2:21][N:10]1[C:11]2[C:7](=[CH:6][CH:5]=[C:4]([N+:1]([O-:3])=[O:2])[CH:12]=2)[CH:8]=[N:9]1. (7) Given the reactants [CH:1]1[CH:2]=[CH:3][C:4]([C:7]2[N:8]=[C:9](Cl)[CH:10]=[C:11]([Cl:13])[N:12]=2)=[CH:5][CH:6]=1.[NH2:15][C:16]1[CH:20]=[C:19]([CH3:21])[NH:18][N:17]=1.C(N(CC)C(C)C)(C)C.[I-].[Na+], predict the reaction product. The product is: [Cl:13][C:11]1[N:12]=[C:7]([C:4]2[CH:5]=[CH:6][CH:1]=[CH:2][CH:3]=2)[N:8]=[C:9]([NH:15][C:16]2[NH:17][N:18]=[C:19]([CH3:21])[CH:20]=2)[CH:10]=1.